Dataset: Peptide-MHC class I binding affinity with 185,985 pairs from IEDB/IMGT. Task: Regression. Given a peptide amino acid sequence and an MHC pseudo amino acid sequence, predict their binding affinity value. This is MHC class I binding data. (1) The peptide sequence is APSMTMRCI. The MHC is HLA-B07:02 with pseudo-sequence HLA-B07:02. The binding affinity (normalized) is 0.643. (2) The peptide sequence is RRARSLSAERY. The MHC is HLA-A24:02 with pseudo-sequence HLA-A24:02. The binding affinity (normalized) is 0.416. (3) The peptide sequence is SMTIREFPR. The MHC is HLA-A68:01 with pseudo-sequence HLA-A68:01. The binding affinity (normalized) is 0.510. (4) The peptide sequence is TPKAKRGTAQ. The MHC is HLA-B07:02 with pseudo-sequence HLA-B07:02. The binding affinity (normalized) is 0.329. (5) The MHC is HLA-B53:01 with pseudo-sequence HLA-B53:01. The peptide sequence is TPDWNNETW. The binding affinity (normalized) is 0.744.